This data is from Peptide-MHC class II binding affinity with 134,281 pairs from IEDB. The task is: Regression. Given a peptide amino acid sequence and an MHC pseudo amino acid sequence, predict their binding affinity value. This is MHC class II binding data. (1) The peptide sequence is HFKVAATAANAAPAN. The MHC is HLA-DPA10201-DPB11401 with pseudo-sequence HLA-DPA10201-DPB11401. The binding affinity (normalized) is 0.618. (2) The peptide sequence is KFTYLINYIQDEINT. The MHC is HLA-DQA10501-DQB10301 with pseudo-sequence HLA-DQA10501-DQB10301. The binding affinity (normalized) is 0.374.